From a dataset of Forward reaction prediction with 1.9M reactions from USPTO patents (1976-2016). Predict the product of the given reaction. (1) Given the reactants [Cl:1][C:2]1[CH:7]=[CH:6][C:5]([CH:8]([C:20]2[CH:25]=[CH:24][C:23]([Cl:26])=[CH:22][CH:21]=2)[C:9]2[CH:10]=[C:11]3[C:16](=[CH:17][CH:18]=2)[N:15]=[CH:14][N:13]=[C:12]3Cl)=[CH:4][CH:3]=1.Cl.Cl.[NH2:29][CH:30]1[CH2:35][CH2:34][N:33]([C:36]([C:38]2[CH:47]=[CH:46][C:41]([C:42]([O:44][CH3:45])=[O:43])=[CH:40][CH:39]=2)=[O:37])[CH2:32][CH2:31]1.CC(O)C, predict the reaction product. The product is: [Cl:1][C:2]1[CH:7]=[CH:6][C:5]([CH:8]([C:20]2[CH:25]=[CH:24][C:23]([Cl:26])=[CH:22][CH:21]=2)[C:9]2[CH:10]=[C:11]3[C:16](=[CH:17][CH:18]=2)[N:15]=[CH:14][N:13]=[C:12]3[NH:29][CH:30]2[CH2:31][CH2:32][N:33]([C:36]([C:38]3[CH:47]=[CH:46][C:41]([C:42]([O:44][CH3:45])=[O:43])=[CH:40][CH:39]=3)=[O:37])[CH2:34][CH2:35]2)=[CH:4][CH:3]=1. (2) Given the reactants [Cl:1][C:2]1[CH:31]=[CH:30][C:5]([C:6]([NH:8][C:9]2[CH:14]=[CH:13][C:12]([C@@H:15]([NH:17][C:18]3[C:27]4[C:22](=[CH:23][C:24]([I:28])=[CH:25][CH:26]=4)[N:21]=[C:20](Cl)[N:19]=3)[CH3:16])=[CH:11][CH:10]=2)=[O:7])=[CH:4][N:3]=1.Cl.[CH3:33][NH:34][CH3:35], predict the reaction product. The product is: [Cl:1][C:2]1[CH:31]=[CH:30][C:5]([C:6]([NH:8][C:9]2[CH:14]=[CH:13][C:12]([C@@H:15]([NH:17][C:18]3[C:27]4[C:22](=[CH:23][C:24]([I:28])=[CH:25][CH:26]=4)[N:21]=[C:20]([N:34]([CH3:35])[CH3:33])[N:19]=3)[CH3:16])=[CH:11][CH:10]=2)=[O:7])=[CH:4][N:3]=1. (3) The product is: [NH2:11][C:4]1[C:5]([OH:10])=[C:6]([CH:9]=[C:2]([Br:1])[CH:3]=1)[C:7]#[N:8]. Given the reactants [Br:1][C:2]1[CH:3]=[C:4]([N+:11]([O-])=O)[C:5]([OH:10])=[C:6]([CH:9]=1)[C:7]#[N:8].S(S([O-])=O)([O-])=O.[Na+].[Na+], predict the reaction product. (4) Given the reactants [C:1]1([S:7]([NH2:10])(=[O:9])=[O:8])[CH:6]=[CH:5][CH:4]=[CH:3][CH:2]=1.[H-].[Na+].Cl[C:14]1[N:19]=[C:18]([C:20]2[CH:32]=[CH:31][C:23]3[N:24]=[C:25]([NH:27][C:28](=[O:30])[CH3:29])[S:26][C:22]=3[CH:21]=2)[CH:17]=[CH:16][N:15]=1, predict the reaction product. The product is: [C:1]1([S:7]([NH:10][C:14]2[N:19]=[C:18]([C:20]3[CH:32]=[CH:31][C:23]4[N:24]=[C:25]([NH:27][C:28](=[O:30])[CH3:29])[S:26][C:22]=4[CH:21]=3)[CH:17]=[CH:16][N:15]=2)(=[O:9])=[O:8])[CH:6]=[CH:5][CH:4]=[CH:3][CH:2]=1.